From a dataset of Peptide-MHC class I binding affinity with 185,985 pairs from IEDB/IMGT. Regression. Given a peptide amino acid sequence and an MHC pseudo amino acid sequence, predict their binding affinity value. This is MHC class I binding data. (1) The binding affinity (normalized) is 0.0847. The MHC is HLA-B51:01 with pseudo-sequence HLA-B51:01. The peptide sequence is GPIRFVLAL. (2) The peptide sequence is TFFSYLMKDK. The MHC is H-2-Db with pseudo-sequence H-2-Db. The binding affinity (normalized) is 0. (3) The peptide sequence is NVGRILGYV. The MHC is HLA-A02:16 with pseudo-sequence HLA-A02:16. The binding affinity (normalized) is 0.586. (4) The peptide sequence is PVGNIYRRW. The MHC is Mamu-B17 with pseudo-sequence Mamu-B17. The binding affinity (normalized) is 0.0698. (5) The peptide sequence is YPLTFGWCY. The MHC is HLA-A31:01 with pseudo-sequence HLA-A31:01. The binding affinity (normalized) is 0. (6) The peptide sequence is NTSTCFQEY. The MHC is HLA-B40:01 with pseudo-sequence HLA-B40:01. The binding affinity (normalized) is 0.0847.